Dataset: Full USPTO retrosynthesis dataset with 1.9M reactions from patents (1976-2016). Task: Predict the reactants needed to synthesize the given product. (1) The reactants are: [C:1]1([CH3:21])[CH:6]=[CH:5][CH:4]=[C:3]([S:7]([N:10]2[CH2:15][CH2:14][O:13][C:12]3[CH:16]=[CH:17][C:18]([NH2:20])=[N:19][C:11]2=3)(=[O:9])=[O:8])[CH:2]=1.CN(C(ON1N=N[C:32]2[CH:33]=[CH:34][CH:35]=N[C:31]1=2)=[N+](C)C)C.F[P-](F)(F)(F)(F)F.[CH:46](N(C(C)C)CC)([CH3:48])[CH3:47].CN1CCC[C:57]1=[O:61]. Given the product [C:33]1([CH:32]([CH3:31])[C:57]([NH:20][C:18]2[CH:17]=[CH:16][C:12]3[O:13][CH2:14][CH2:15][N:10]([S:7]([C:3]4[CH:2]=[C:1]([CH3:21])[CH:6]=[CH:5][CH:4]=4)(=[O:9])=[O:8])[C:11]=3[N:19]=2)=[O:61])[CH:34]=[CH:35][CH:48]=[CH:46][CH:47]=1, predict the reactants needed to synthesize it. (2) Given the product [CH2:17]1[C:20]2([CH2:23][N:22]([CH2:4][C:3]3[CH:6]=[CH:7][C:8]([OH:10])=[CH:9][C:2]=3[Cl:1])[CH2:21]2)[CH2:19][O:18]1, predict the reactants needed to synthesize it. The reactants are: [Cl:1][C:2]1[CH:9]=[C:8]([OH:10])[CH:7]=[CH:6][C:3]=1[CH:4]=O.C(O)(=O)C(O)=O.[CH2:17]1[C:20]2([CH2:23][NH:22][CH2:21]2)[CH2:19][O:18]1.[CH2:17]1[C:20]2([CH2:23][NH:22][CH2:21]2)[CH2:19][O:18]1.C(O[BH-](OC(=O)C)OC(=O)C)(=O)C.[Na+].O. (3) Given the product [CH3:3][N:4]([CH2:11][C:12]1[CH:13]=[CH:14][C:15]([C:16]([OH:18])=[O:17])=[CH:20][CH:21]=1)[C:5]1[CH:6]=[CH:7][CH:8]=[CH:9][CH:10]=1, predict the reactants needed to synthesize it. The reactants are: [OH-].[Na+].[CH3:3][N:4]([CH2:11][C:12]1[CH:21]=[CH:20][C:15]([C:16]([O:18]C)=[O:17])=[CH:14][CH:13]=1)[C:5]1[CH:10]=[CH:9][CH:8]=[CH:7][CH:6]=1.